Dataset: Catalyst prediction with 721,799 reactions and 888 catalyst types from USPTO. Task: Predict which catalyst facilitates the given reaction. (1) Reactant: [C:1]([C:9]1[CH:25]=[CH:24][C:12]([CH2:13][N+:14]23CN4CN(CN(C4)C2)C3)=[CH:11][CH:10]=1)(=[O:8])[C:2]1[CH:7]=[CH:6][CH:5]=[CH:4][CH:3]=1.Cl. Product: [C:1]([C:9]1[CH:10]=[CH:11][C:12]([CH2:13][NH2:14])=[CH:24][CH:25]=1)(=[O:8])[C:2]1[CH:3]=[CH:4][CH:5]=[CH:6][CH:7]=1. The catalyst class is: 8. (2) Reactant: C(O)(C(F)(F)F)=O.C(OC([N:15]1[C:54]2[C:49](=[CH:50][CH:51]=[C:52]([Cl:55])[CH:53]=2)[C:17]2([CH2:22][CH2:21][C:20](=[O:23])[N:19]([C:24]3[CH:29]=[C:28]([Cl:30])[CH:27]=[CH:26][C:25]=3[O:31][CH2:32][S:33](=[O:40])(=[O:39])[NH:34][C:35]([CH3:38])([CH3:37])[CH3:36])[CH:18]2[C:41]2[CH:46]=[C:45]([F:47])[CH:44]=[CH:43][C:42]=2[CH3:48])[C:16]1=[O:56])=O)(C)(C)C. Product: [C:35]([NH:34][S:33]([CH2:32][O:31][C:25]1[CH:26]=[CH:27][C:28]([Cl:30])=[CH:29][C:24]=1[N:19]1[C:20](=[O:23])[CH2:21][CH2:22][C:17]2([C:49]3[C:54](=[CH:53][C:52]([Cl:55])=[CH:51][CH:50]=3)[NH:15][C:16]2=[O:56])[CH:18]1[C:41]1[CH:46]=[C:45]([F:47])[CH:44]=[CH:43][C:42]=1[CH3:48])(=[O:39])=[O:40])([CH3:38])([CH3:37])[CH3:36]. The catalyst class is: 2. (3) Reactant: Cl[C:2]1[CH:19]=[C:6]2[C:7]3[C:12]([CH2:13][CH2:14][N:5]2[C:4](=[O:20])[N:3]=1)=[CH:11][C:10]([O:15][CH3:16])=[C:9]([O:17][CH3:18])[CH:8]=3.[CH3:21][C:22]1[CH:27]=[CH:26][CH:25]=[C:24]([CH3:28])[C:23]=1[OH:29].C(=O)([O-])[O-].[K+].[K+].O. Product: [CH3:21][C:22]1[CH:27]=[CH:26][CH:25]=[C:24]([CH3:28])[C:23]=1[O:29][C:2]1[CH:19]=[C:6]2[C:7]3[C:12]([CH2:13][CH2:14][N:5]2[C:4](=[O:20])[N:3]=1)=[CH:11][C:10]([O:15][CH3:16])=[C:9]([O:17][CH3:18])[CH:8]=3. The catalyst class is: 9. (4) Reactant: [Br:1][C:2]1[CH:11]=[CH:10][C:5]([C:6]([O:8]C)=O)=[C:4]([N:12]2[CH2:16][CH2:15][CH2:14][S:13]2(=[O:18])=[O:17])[CH:3]=1.[OH-].[Na+].Cl.[CH3:22][C:23]1[C:24]([N:30]2[CH2:35][CH2:34][NH:33][CH2:32][CH2:31]2)=[N:25][CH:26]=[C:27]([CH3:29])[CH:28]=1.O.[Cl-].COC1N=C(OC)N=C([N+]2(C)CCOCC2)N=1. Product: [Br:1][C:2]1[CH:11]=[CH:10][C:5]([C:6]([N:33]2[CH2:34][CH2:35][N:30]([C:24]3[C:23]([CH3:22])=[CH:28][C:27]([CH3:29])=[CH:26][N:25]=3)[CH2:31][CH2:32]2)=[O:8])=[C:4]([N:12]2[CH2:16][CH2:15][CH2:14][S:13]2(=[O:18])=[O:17])[CH:3]=1. The catalyst class is: 24. (5) Reactant: C(OC[S:6]([C:9]1[CH:14]=[CH:13][C:12]([C:15]2[C:19]([C:20]3[CH:25]=[CH:24][CH:23]=[CH:22][CH:21]=3)=[CH:18][S:17][C:16]=2[C:26]([O:28][CH3:29])=[O:27])=[CH:11][C:10]=1[F:30])(=[O:8])=[O:7])(=O)C.C[O-].[Na+].C(OCC)(=O)C.Cl. Product: [F:30][C:10]1[CH:11]=[C:12]([C:15]2[C:19]([C:20]3[CH:25]=[CH:24][CH:23]=[CH:22][CH:21]=3)=[CH:18][S:17][C:16]=2[C:26]([O:28][CH3:29])=[O:27])[CH:13]=[CH:14][C:9]=1[S:6]([OH:8])=[O:7]. The catalyst class is: 83. (6) Reactant: [CH2:1]([O:8][C:9]1[CH:14]=[CH:13][C:12]([C:15]#[C:16][C:17]([O:19]CC)=O)=[CH:11][CH:10]=1)[C:2]1[CH:7]=[CH:6][CH:5]=[CH:4][CH:3]=1.Cl.[OH:23][NH2:24].[OH-].[K+].CO. Product: [CH2:1]([O:8][C:9]1[CH:14]=[CH:13][C:12]([C:15]2[O:23][N:24]=[C:17]([OH:19])[CH:16]=2)=[CH:11][CH:10]=1)[C:2]1[CH:7]=[CH:6][CH:5]=[CH:4][CH:3]=1. The catalyst class is: 5. (7) Reactant: [Cl:1][C:2]1[CH:7]=[CH:6][C:5]([C:8]2[O:12][N:11]=[C:10]([CH2:13]O)[CH:9]=2)=[CH:4][CH:3]=1.S(Cl)([Cl:17])=O.N1C=CC=CC=1. Product: [Cl:17][CH2:13][C:10]1[CH:9]=[C:8]([C:5]2[CH:6]=[CH:7][C:2]([Cl:1])=[CH:3][CH:4]=2)[O:12][N:11]=1. The catalyst class is: 22. (8) Reactant: [Cl:1][C:2]1[CH:3]=[CH:4][C:5]([O:23][CH3:24])=[C:6]([CH:22]=1)[C:7]([NH:9][CH2:10][CH2:11][CH:12]1[CH2:17][CH2:16][N:15]([S:18]([NH2:21])(=[O:20])=[O:19])[CH2:14][CH2:13]1)=[O:8].C(=O)([O-])[O-].[Cs+].[Cs+].[CH:31]1([N:34]=[C:35]=[S:36])[CH2:33][CH2:32]1. Product: [Cl:1][C:2]1[CH:3]=[CH:4][C:5]([O:23][CH3:24])=[C:6]([CH:22]=1)[C:7]([NH:9][CH2:10][CH2:11][CH:12]1[CH2:17][CH2:16][N:15]([S:18]([NH:21][C:35]([NH:34][CH:31]2[CH2:33][CH2:32]2)=[S:36])(=[O:20])=[O:19])[CH2:14][CH2:13]1)=[O:8]. The catalyst class is: 60. (9) Reactant: C(OC([C:6]1[N:7]=[C:8]([NH2:11])[O:9][CH:10]=1)=O)C.[OH2:12].[OH-].[Li+].C1[CH2:19][O:18]CC1. Product: [NH2:11][C:8]1[O:9][C:10]([C:19]([OH:18])=[O:12])=[CH:6][N:7]=1. The catalyst class is: 6. (10) Reactant: Cl[C:2]1[CH:7]=[CH:6][N:5]=[CH:4][C:3]=1[N+:8]([O-:10])=[O:9].[CH3:11][C:12]1([C:18]([OH:20])=[O:19])[CH2:17][CH2:16][CH2:15][NH:14][CH2:13]1.CCN(C(C)C)C(C)C. Product: [CH3:11][C:12]1([C:18]([OH:20])=[O:19])[CH2:17][CH2:16][CH2:15][N:14]([C:2]2[CH:7]=[CH:6][N:5]=[CH:4][C:3]=2[N+:8]([O-:10])=[O:9])[CH2:13]1. The catalyst class is: 41.